From a dataset of Full USPTO retrosynthesis dataset with 1.9M reactions from patents (1976-2016). Predict the reactants needed to synthesize the given product. (1) Given the product [Cl:1][C:2]1[N:7]=[C:6]([C:8]2[C:13]([F:14])=[CH:12][CH:11]=[CH:10][N:9]=2)[C:5]([S:61][CH2:62][CH2:63][C:64]([O:66][CH2:67][CH3:68])=[O:65])=[CH:4][CH:3]=1, predict the reactants needed to synthesize it. The reactants are: [Cl:1][C:2]1[N:7]=[C:6]([C:8]2[C:13]([F:14])=[CH:12][CH:11]=[CH:10][N:9]=2)[C:5](I)=[CH:4][CH:3]=1.C(=O)([O-])[O-].[K+].[K+].O(C1C=CC=CC=1P(C1C=CC=CC=1)C1C=CC=CC=1)C1C=CC=CC=1P(C1C=CC=CC=1)C1C=CC=CC=1.[SH:61][CH2:62][CH2:63][C:64]([O:66][CH2:67][CH3:68])=[O:65]. (2) Given the product [NH2:27][C:21]1[CH:22]=[CH:23][CH:24]=[C:25]2[C:20]=1[C:19](=[O:30])[N:18]([C@@H:12]([C:6]1[CH:7]=[CH:8][C:9]([O:10][CH3:11])=[C:4]([O:3][CH2:1][CH3:2])[CH:5]=1)[CH2:13][S:14]([CH3:17])(=[O:15])=[O:16])[CH2:26]2, predict the reactants needed to synthesize it. The reactants are: [CH2:1]([O:3][C:4]1[CH:5]=[C:6]([C@H:12]([N:18]2[CH2:26][C:25]3[C:20](=[C:21]([N+:27]([O-])=O)[CH:22]=[CH:23][CH:24]=3)[C:19]2=[O:30])[CH2:13][S:14]([CH3:17])(=[O:16])=[O:15])[CH:7]=[CH:8][C:9]=1[O:10][CH3:11])[CH3:2]. (3) Given the product [Br-:6].[CH3:1][C:2]1[CH:3]=[C:4]([CH:7]=[CH:8][CH:9]=1)[CH2:5][N+:11]([CH3:13])([CH3:12])[CH3:10], predict the reactants needed to synthesize it. The reactants are: [CH3:1][C:2]1[CH:3]=[C:4]([CH:7]=[CH:8][CH:9]=1)[CH2:5][Br:6].[CH3:10][N:11]([CH3:13])[CH3:12].CO. (4) Given the product [NH:28]1[C:1]([CH2:3][C:4]2[CH:5]=[C:6]([NH:10][C:11]([C:13]3[O:14][C:15]([C:18]4[CH:23]=[CH:22][CH:21]=[CH:20][CH:19]=4)=[CH:16][CH:17]=3)=[O:12])[CH:7]=[CH:8][CH:9]=2)=[N:2][N:30]=[N:29]1, predict the reactants needed to synthesize it. The reactants are: [C:1]([CH2:3][C:4]1[CH:5]=[C:6]([NH:10][C:11]([C:13]2[O:14][C:15]([C:18]3[CH:23]=[CH:22][CH:21]=[CH:20][CH:19]=3)=[CH:16][CH:17]=2)=[O:12])[CH:7]=[CH:8][CH:9]=1)#[N:2].[Sn]([N:28]=[N+:29]=[N-:30])(C)(C)C.[OH-].[Na+].CCCCCC. (5) Given the product [CH3:40][N:1]1[CH:5]=[CH:4][N:3]=[C:2]1[C@H:6]1[C@H:15]2[CH2:16][CH2:17][N:18]([C:19]([C@H:21]3[CH2:26][CH2:25][CH2:24][CH2:23][C@H:22]3[NH:27][C:28](=[O:35])[C:29]3[CH:30]=[CH:31][CH:32]=[CH:33][CH:34]=3)=[O:20])[C@H:14]2[C:13]2[CH:12]=[CH:11][CH:10]=[CH:9][C:8]=2[NH:7]1, predict the reactants needed to synthesize it. The reactants are: [NH:1]1[CH:5]=[CH:4][N:3]=[C:2]1[C@H:6]1[C@H:15]2[CH2:16][CH2:17][N:18]([C:19]([C@H:21]3[CH2:26][CH2:25][CH2:24][CH2:23][C@H:22]3[NH:27][C:28](=[O:35])[C:29]3[CH:34]=[CH:33][CH:32]=[CH:31][CH:30]=3)=[O:20])[C@H:14]2[C:13]2[CH:12]=[CH:11][CH:10]=[CH:9][C:8]=2[NH:7]1.[H-].[Na+].[I-].O.[CH3:40]N(C=O)C. (6) Given the product [Cl:1][C:2]1[CH:7]=[C:6]([C:8]2[CH:13]=[CH:12][C:11]([O:14][CH3:15])=[C:10]([O:16][CH3:17])[CH:9]=2)[N:5]=[C:4]([O:23][CH3:22])[N:3]=1, predict the reactants needed to synthesize it. The reactants are: [Cl:1][C:2]1[CH:7]=[C:6]([C:8]2[CH:13]=[CH:12][C:11]([O:14][CH3:15])=[C:10]([O:16][CH3:17])[CH:9]=2)[N:5]=[C:4](S(C)(=O)=O)[N:3]=1.[CH3:22][O-:23].[Na+].CO. (7) Given the product [CH3:1][N:2]1[CH:7]([CH3:8])[CH2:6][N:5]2[N:9]=[C:10]([NH2:12])[CH:11]=[C:4]2[CH2:3]1, predict the reactants needed to synthesize it. The reactants are: [CH3:1][N:2]1[CH:7]([CH3:8])[CH2:6][N:5]2[N:9]=[C:10]([N+:12]([O-])=O)[CH:11]=[C:4]2[CH2:3]1.[H][H]. (8) Given the product [CH:15]1([CH2:18][O:19][C:20]2[CH:25]=[CH:24][C:23]([S:26]([CH2:29][CH3:30])(=[O:28])=[O:27])=[CH:22][C:21]=2[C:2]2[C:7]3[O:8][CH2:9][C:10](=[O:12])[NH:11][C:6]=3[C:5](=[O:13])[N:4]([CH3:14])[CH:3]=2)[CH2:16][CH2:17]1, predict the reactants needed to synthesize it. The reactants are: Br[C:2]1[C:7]2[O:8][CH2:9][C:10](=[O:12])[NH:11][C:6]=2[C:5](=[O:13])[N:4]([CH3:14])[CH:3]=1.[CH:15]1([CH2:18][O:19][C:20]2[CH:25]=[CH:24][C:23]([S:26]([CH2:29][CH3:30])(=[O:28])=[O:27])=[CH:22][C:21]=2B2OC(C)(C)C(C)(C)O2)[CH2:17][CH2:16]1.CC(=O)OCC. (9) Given the product [C:53]([O:52][C:50](=[O:51])[N:48]([C@H:46]([C:45](=[O:57])[NH:44][C@@H:37]([CH:38]1[CH2:39][CH2:40][CH2:41][CH2:42][CH2:43]1)[C:36]([N:20]1[CH2:19][C@@H:18]([NH2:17])[CH2:22][C@H:21]1[C:23](=[O:35])[NH:24][C@H:25]1[C:34]2[C:29](=[CH:30][CH:31]=[CH:32][CH:33]=2)[CH2:28][CH2:27][CH2:26]1)=[O:58])[CH3:47])[CH3:49])([CH3:54])([CH3:55])[CH3:56], predict the reactants needed to synthesize it. The reactants are: C1C2C(COC(=O)[NH:17][C@H:18]3[CH2:22][C@@H:21]([C:23](=[O:35])[NH:24][C@H:25]4[C:34]5[C:29](=[CH:30][CH:31]=[CH:32][CH:33]=5)[CH2:28][CH2:27][CH2:26]4)[N:20]([C:36](=[O:58])[C@@H:37]([NH:44][C:45](=[O:57])[C@@H:46]([N:48]([C:50]([O:52][C:53]([CH3:56])([CH3:55])[CH3:54])=[O:51])[CH3:49])[CH3:47])[CH:38]4[CH2:43][CH2:42][CH2:41][CH2:40][CH2:39]4)[CH2:19]3)C3C(=CC=CC=3)C=2C=CC=1.N1CCCCC1.